The task is: Predict the product of the given reaction.. This data is from Forward reaction prediction with 1.9M reactions from USPTO patents (1976-2016). (1) Given the reactants [Cl:1][C:2]1[CH:3]=[CH:4][C:5]([O:25][CH:26]([F:28])[F:27])=[C:6]([C:8]2[C:12]([NH:13][C:14]([C:16]3[CH:17]=[N:18][N:19]4[CH:24]=[CH:23][CH:22]=[N:21][C:20]=34)=[O:15])=[CH:11][NH:10][N:9]=2)[CH:7]=1.C([O-])([O-])=O.[Cs+].[Cs+].CS(O[CH2:40][CH:41]=[C:42]1[CH2:51][CH2:50][C:45]2([O:49][CH2:48][CH2:47][O:46]2)[CH2:44][CH2:43]1)(=O)=O, predict the reaction product. The product is: [Cl:1][C:2]1[CH:3]=[CH:4][C:5]([O:25][CH:26]([F:28])[F:27])=[C:6]([C:8]2[C:12]([NH:13][C:14]([C:16]3[CH:17]=[N:18][N:19]4[CH:24]=[CH:23][CH:22]=[N:21][C:20]=34)=[O:15])=[CH:11][N:10]([CH2:40][CH:41]=[C:42]3[CH2:51][CH2:50][C:45]4([O:46][CH2:47][CH2:48][O:49]4)[CH2:44][CH2:43]3)[N:9]=2)[CH:7]=1. (2) Given the reactants CC1C=C(C)C=C(C)C=1S(ON)(=O)=O.FC(F)(F)C(OC(C(F)(F)F)C(F)(F)F)C(F)(F)F.[Na].[F:35][C:36]([F:45])([F:44])[CH:37]([O:42][NH2:43])[C:38]([F:41])([F:40])[F:39].Cl.[Cl:47][C:48]1[CH:60]=[C:59]([O:61][CH2:62][CH:63]=[C:64]([Cl:66])[Cl:65])[CH:58]=[C:57]([Cl:67])[C:49]=1[O:50][CH2:51][CH2:52][CH2:53][CH2:54][CH:55]=O, predict the reaction product. The product is: [F:35][C:36]([F:44])([F:45])[CH:37]([O:42][N:43]=[CH:55][CH2:54][CH2:53][CH2:52][CH2:51][O:50][C:49]1[C:57]([Cl:67])=[CH:58][C:59]([O:61][CH2:62][CH:63]=[C:64]([Cl:66])[Cl:65])=[CH:60][C:48]=1[Cl:47])[C:38]([F:40])([F:39])[F:41]. (3) Given the reactants [CH2:1]([O:4][C:5]1[C:6]([Cl:20])=[C:7]([C:12]([C:14]2[CH:19]=[CH:18][CH:17]=[CH:16][CH:15]=2)=O)[CH:8]=[C:9]([Br:11])[CH:10]=1)[CH:2]=[CH2:3].C([SiH](CC)CC)C.OS(C(F)(F)F)(=O)=O, predict the reaction product. The product is: [CH2:1]([O:4][C:5]1[CH:10]=[C:9]([Br:11])[CH:8]=[C:7]([CH2:12][C:14]2[CH:19]=[CH:18][CH:17]=[CH:16][CH:15]=2)[C:6]=1[Cl:20])[CH:2]=[CH2:3]. (4) The product is: [CH2:23]1[C:22]2[CH:21]=[CH:20][CH:19]=[CH:17][C:18]=2[CH2:2][S:3](=[O:4])[O:5]1. Given the reactants O[CH2:2][S:3]([O-:5])=[O:4].[Na+].C(=O)([O-])[O-].[K+].[K+].C(O[CH2:17][CH3:18])(=O)C.[CH3:19][CH2:20][CH2:21][CH2:22][CH2:23]C, predict the reaction product. (5) Given the reactants [CH:1]1(/[CH:6]=[C:7](\[C:20]2[CH:25]=[CH:24][C:23]([S:26]([CH:29]3[CH2:31][CH2:30]3)(=[O:28])=[O:27])=[CH:22][CH:21]=2)/[C:8]([NH:10][C:11]2[S:12][CH:13]=[C:14]([CH:16]([OH:19])[CH2:17][OH:18])[N:15]=2)=[O:9])[CH2:5][CH2:4][CH2:3][CH2:2]1.[C:32](N1C=CN=C1)(N1C=CN=C1)=[O:33], predict the reaction product. The product is: [CH:1]1(/[CH:6]=[C:7](\[C:20]2[CH:25]=[CH:24][C:23]([S:26]([CH:29]3[CH2:31][CH2:30]3)(=[O:28])=[O:27])=[CH:22][CH:21]=2)/[C:8]([NH:10][C:11]2[S:12][CH:13]=[C:14]([CH:16]3[CH2:17][O:18][C:32](=[O:33])[O:19]3)[N:15]=2)=[O:9])[CH2:5][CH2:4][CH2:3][CH2:2]1. (6) Given the reactants [C:1]([C:5]1[N:6]=[C:7]([N:16]2[CH2:20][CH2:19][C:18]([F:22])([F:21])[CH2:17]2)[C:8]2[N:13]=[N:12][N:11]([CH2:14][CH3:15])[C:9]=2[N:10]=1)([CH3:4])([CH3:3])[CH3:2].C(C1N=C(N2CCC(F)(F)C2)C2N=NNC=2N=1)(C)(C)C.BrC[C:45]1[CH:52]=[CH:51][CH:50]=C[C:46]=1[C:47]#[N:48], predict the reaction product. The product is: [C:1]([C:5]1[N:6]=[C:7]([N:16]2[CH2:20][CH2:19][C:18]([F:21])([F:22])[CH2:17]2)[C:8]2[N:13]=[N:12][N:11]([CH2:14][C:15]3[CH:50]=[CH:51][CH:52]=[CH:45][C:46]=3[C:47]#[N:48])[C:9]=2[N:10]=1)([CH3:2])([CH3:3])[CH3:4]. (7) Given the reactants [Cl-].[CH3:2][C:3]1[N:7]2[N:8]=[C:9]([CH2:12][P+](C3C=CC=CC=3)(C3C=CC=CC=3)C3C=CC=CC=3)[CH:10]=[CH:11][C:6]2=[N:5][C:4]=1[C:32]([F:35])([F:34])[F:33].C1CCN2C(=NCCC2)CC1.[CH3:47][N:48]1[C:52]([CH:53]=O)=[N:51][C:50]([N:55]2[CH2:59][CH2:58][CH2:57][CH2:56]2)=[N:49]1, predict the reaction product. The product is: [CH3:2][C:3]1[N:7]2[N:8]=[C:9](/[CH:12]=[CH:53]/[C:52]3[N:48]([CH3:47])[N:49]=[C:50]([N:55]4[CH2:59][CH2:58][CH2:57][CH2:56]4)[N:51]=3)[CH:10]=[CH:11][C:6]2=[N:5][C:4]=1[C:32]([F:33])([F:34])[F:35]. (8) Given the reactants C(O[C:4](=[O:25])[CH2:5][C:6]1[N:7]([C:18]2[CH:23]=[CH:22][C:21]([F:24])=[CH:20][CH:19]=2)[CH:8]=[C:9]([C:11]2[CH:16]=[CH:15][C:14]([F:17])=[CH:13][CH:12]=2)[N:10]=1)C.[CH3:26][O:27][C:28]1[CH:33]=[CH:32][N:31]=[C:30]([N:34]2[CH2:39][CH2:38][NH:37][CH2:36][CH2:35]2)[CH:29]=1.O, predict the reaction product. The product is: [F:24][C:21]1[CH:22]=[CH:23][C:18]([N:7]2[CH:8]=[C:9]([C:11]3[CH:16]=[CH:15][C:14]([F:17])=[CH:13][CH:12]=3)[N:10]=[C:6]2[CH2:5][C:4]([N:37]2[CH2:38][CH2:39][N:34]([C:30]3[CH:29]=[C:28]([O:27][CH3:26])[CH:33]=[CH:32][N:31]=3)[CH2:35][CH2:36]2)=[O:25])=[CH:19][CH:20]=1. (9) Given the reactants [CH2:1]([C:3]1[CH:8]=[CH:7][C:6]([O:9][C:10]2[CH:15]=[CH:14][C:13]([N+:16]([O-])=O)=[CH:12][C:11]=2[F:19])=[C:5]([O:20][CH3:21])[CH:4]=1)[CH3:2].O1CC[CH2:24][CH2:23]1, predict the reaction product. The product is: [CH2:23]([NH:16][C:13]1[CH:14]=[CH:15][C:10]([O:9][C:6]2[CH:7]=[CH:8][C:3]([CH2:1][CH3:2])=[CH:4][C:5]=2[O:20][CH3:21])=[C:11]([F:19])[CH:12]=1)[CH3:24]. (10) Given the reactants C(OC([N:8]1[CH:12]=[CH:11][N:10]([CH2:13][C:14]2[CH:19]=[CH:18][C:17]([C:20]([P:23]([O:28][CH2:29][CH3:30])([O:25][CH2:26][CH3:27])=[O:24])([F:22])[F:21])=[C:16]([Br:31])[CH:15]=2)[C:9]1=[O:32])=O)(C)(C)C.Cl, predict the reaction product. The product is: [CH2:26]([O:25][P:23]([C:20]([C:17]1[CH:18]=[CH:19][C:14]([CH2:13][N:10]2[CH:11]=[CH:12][NH:8][C:9]2=[O:32])=[CH:15][C:16]=1[Br:31])([F:21])[F:22])(=[O:24])[O:28][CH2:29][CH3:30])[CH3:27].